From a dataset of Retrosynthesis with 50K atom-mapped reactions and 10 reaction types from USPTO. Predict the reactants needed to synthesize the given product. (1) Given the product O=C1CNc2ncc(I)cc2N1Cc1ccccc1OC(F)(F)F, predict the reactants needed to synthesize it. The reactants are: FC(F)(F)Oc1ccccc1CBr.O=C1CNc2ncc(I)cc2N1. (2) Given the product Cc1nc(C(=O)N2C[C@@H]3C[C@@H]3[C@H]2CNC(=O)c2cccc3c2OCCO3)c(-c2cccc(Cl)c2)s1, predict the reactants needed to synthesize it. The reactants are: Cc1nc(C(=O)N2C[C@@H]3C[C@@H]3[C@H]2CN)c(-c2cccc(Cl)c2)s1.O=C(O)c1cccc2c1OCCO2. (3) Given the product CC[C@@H]1COC(=O)N1c1ccc(C(=O)N2CCN(c3ncc(C4CC4)cc3C)CC2)cc1, predict the reactants needed to synthesize it. The reactants are: CC[C@@H]1COC(=O)N1.Cc1cc(C2CC2)cnc1N1CCN(C(=O)c2ccc(I)cc2)CC1.